This data is from Forward reaction prediction with 1.9M reactions from USPTO patents (1976-2016). The task is: Predict the product of the given reaction. (1) Given the reactants [Cl:1][C:2]1[CH:3]=[CH:4][C:5]([O:40][CH3:41])=[C:6]([C:8]2[C:17]3[C:12](=[CH:13][C:14]([S:18]([N:21](CC4C=CC(OC)=CC=4OC)[C:22]4[S:23][C:24]([F:27])=[CH:25][N:26]=4)(=[O:20])=[O:19])=[CH:15][CH:16]=3)[C:11](=[O:39])[NH:10][N:9]=2)[CH:7]=1.C(Cl)Cl.C(O)(C(F)(F)F)=O, predict the reaction product. The product is: [Cl:1][C:2]1[CH:3]=[CH:4][C:5]([O:40][CH3:41])=[C:6]([C:8]2[C:17]3[C:12](=[CH:13][C:14]([S:18]([NH:21][C:22]4[S:23][C:24]([F:27])=[CH:25][N:26]=4)(=[O:19])=[O:20])=[CH:15][CH:16]=3)[C:11](=[O:39])[NH:10][N:9]=2)[CH:7]=1. (2) Given the reactants [CH2:1]([O:3][C:4]([CH:6]([CH2:14][CH3:15])[CH2:7][NH:8][C@H:9]([C:11]([OH:13])=[O:12])[CH3:10])=[O:5])[CH3:2].C(N(CC)CC)C.Cl[C:24]([O:26][CH2:27][CH3:28])=[O:25], predict the reaction product. The product is: [CH2:1]([O:3][C:4]([CH:6]([CH2:14][CH3:15])[CH2:7][N:8]([C:24]([O:26][CH2:27][CH3:28])=[O:25])[C@H:9]([C:11]([OH:13])=[O:12])[CH3:10])=[O:5])[CH3:2]. (3) Given the reactants Cl[CH2:2][C:3]([NH:5][C:6]1[CH:7]=[C:8]([CH:25]=[CH:26][C:27]=1[O:28][C:29]([F:32])([F:31])[F:30])[C:9]([NH:11][C:12]1[CH:13]=[N:14][C:15]([C:18]2[CH:23]=[CH:22][CH:21]=[CH:20][C:19]=2[F:24])=[CH:16][CH:17]=1)=[O:10])=[O:4].[I-].[K+].C(N(C(C)C)C(C)C)C.Cl.Cl.[CH3:46][N:47]1[CH2:52][CH2:51][NH:50][CH2:49][C@H:48]1[CH3:53], predict the reaction product. The product is: [CH3:53][C@H:48]1[N:47]([CH3:46])[CH2:52][CH2:51][N:50]([CH2:2][C:3]([NH:5][C:6]2[CH:7]=[C:8]([CH:25]=[CH:26][C:27]=2[O:28][C:29]([F:32])([F:31])[F:30])[C:9]([NH:11][C:12]2[CH:13]=[N:14][C:15]([C:18]3[CH:23]=[CH:22][CH:21]=[CH:20][C:19]=3[F:24])=[CH:16][CH:17]=2)=[O:10])=[O:4])[CH2:49]1. (4) Given the reactants [Cl:1][C:2]1[CH:7]=[CH:6][C:5]([C:8]2[S:12][C:11]([C:13]([O:15][CH3:16])=[O:14])=[C:10]([NH:17][C:18]([NH:20]C(=O)C(Cl)(Cl)Cl)=[O:19])[CH:9]=2)=[CH:4][CH:3]=1.N, predict the reaction product. The product is: [NH2:20][C:18]([NH:17][C:10]1[CH:9]=[C:8]([C:5]2[CH:4]=[CH:3][C:2]([Cl:1])=[CH:7][CH:6]=2)[S:12][C:11]=1[C:13]([O:15][CH3:16])=[O:14])=[O:19]. (5) Given the reactants [Cl:1][C:2]1[CH:9]=[C:8]([N:10]([CH2:16][C:17]2[CH:22]=[CH:21][CH:20]=[CH:19][C:18]=2[Cl:23])[C@H:11]2[CH2:15][CH2:14][NH:13][CH2:12]2)[CH:7]=[CH:6][C:3]=1[C:4]#[N:5].[Cl:24][C:25]1[CH:30]=[CH:29][C:28]([CH2:31][S:32](Cl)(=[O:34])=[O:33])=[CH:27][CH:26]=1, predict the reaction product. The product is: [Cl:1][C:2]1[CH:9]=[C:8]([N:10]([CH2:16][C:17]2[CH:22]=[CH:21][CH:20]=[CH:19][C:18]=2[Cl:23])[C@H:11]2[CH2:15][CH2:14][N:13]([S:32]([CH2:31][C:28]3[CH:29]=[CH:30][C:25]([Cl:24])=[CH:26][CH:27]=3)(=[O:33])=[O:34])[CH2:12]2)[CH:7]=[CH:6][C:3]=1[C:4]#[N:5]. (6) Given the reactants Cl[C:2]1[C:14]2[C:13]3[CH:12]=[CH:11][C:10]([C:15]([O:17][CH3:18])=[O:16])=[CH:9][C:8]=3[NH:7][C:6]=2[C:5]([C:19]#[N:20])=[CH:4][N:3]=1.[F:21][C:22]1[CH:23]=[CH:24][CH:25]=[C:26]2[C:31]=1[N:30]=[CH:29][N:28]([C:32]1[CH:37]=[CH:36][CH:35]=[C:34](B3OC(C)(C)C(C)(C)O3)[C:33]=1[CH3:47])[C:27]2=[O:48].C(=O)([O-])[O-].[Na+].[Na+], predict the reaction product. The product is: [CH3:18][O:17][C:15]([C:10]1[CH:11]=[CH:12][C:13]2[C:14]3[C:2]([C:34]4[CH:35]=[CH:36][CH:37]=[C:32]([N:28]5[C:27](=[O:48])[C:26]6[C:31](=[C:22]([F:21])[CH:23]=[CH:24][CH:25]=6)[N:30]=[CH:29]5)[C:33]=4[CH3:47])=[N:3][CH:4]=[C:5]([C:19]#[N:20])[C:6]=3[NH:7][C:8]=2[CH:9]=1)=[O:16]. (7) Given the reactants [Cl:1][C:2]1[N:10]=[C:9]2[C:5]([NH:6][CH:7]=[N:8]2)=[C:4]([Cl:11])[N:3]=1.[O:12]1[CH2:16][CH2:15][CH:14]([CH2:17]O)[CH2:13]1.C1(P(C2C=CC=CC=2)C2C=CC=CC=2)C=CC=CC=1.N(C(OC(C)C)=O)=NC(OC(C)C)=O, predict the reaction product. The product is: [Cl:1][C:2]1[N:10]=[C:9]2[C:5]([N:6]=[CH:7][N:8]2[CH2:17][CH:14]2[CH2:15][CH2:16][O:12][CH2:13]2)=[C:4]([Cl:11])[N:3]=1.